This data is from Forward reaction prediction with 1.9M reactions from USPTO patents (1976-2016). The task is: Predict the product of the given reaction. (1) Given the reactants [CH3:1][C:2]1[N:3]=[C:4](O)[C:5]2[N:13]3[C:8]([C:9]([C:14]4[C:19]([CH3:20])=[CH:18][C:17]([CH3:21])=[CH:16][C:15]=4[CH3:22])=[CH:10][CH:11]=[CH:12]3)=[CH:7][C:6]=2[N:23]=1.P(Cl)(Cl)([Cl:27])=O, predict the reaction product. The product is: [Cl:27][C:4]1[C:5]2[N:13]3[C:8]([C:9]([C:14]4[C:15]([CH3:22])=[CH:16][C:17]([CH3:21])=[CH:18][C:19]=4[CH3:20])=[CH:10][CH:11]=[CH:12]3)=[CH:7][C:6]=2[N:23]=[C:2]([CH3:1])[N:3]=1. (2) Given the reactants [CH3:1][C:2]1[CH:11]=[CH:10][C:9]2[C:4](=[CH:5][CH:6]=[C:7]3[O:15][CH2:14][C@H:13]([CH2:16]OS(C4C=CC(Br)=CC=4)(=O)=O)[O:12][C:8]3=2)[N:3]=1.[NH:28]1[CH2:31][CH:30]([CH2:32][N:33]2[C:41]3[C:36](=[CH:37][CH:38]=[C:39]([F:42])[CH:40]=3)[CH:35]=[CH:34]2)[CH2:29]1.C(N(CC)CC)C, predict the reaction product. The product is: [F:42][C:39]1[CH:40]=[C:41]2[C:36]([CH:35]=[CH:34][N:33]2[CH2:32][CH:30]2[CH2:31][N:28]([CH2:16][CH:13]3[O:12][C:8]4=[C:9]5[C:4](=[CH:5][CH:6]=[C:7]4[O:15][CH2:14]3)[N:3]=[C:2]([CH3:1])[CH:11]=[CH:10]5)[CH2:29]2)=[CH:37][CH:38]=1. (3) Given the reactants [NH:1]1[CH:5]=[C:4]([C:6]2[CH:22]=[CH:21][C:9]3[C:10]4[N:11]=[C:12]([C:18]([OH:20])=O)[S:13][C:14]=4[CH2:15][CH2:16][O:17][C:8]=3[CH:7]=2)[CH:3]=[N:2]1.[CH:23]1([NH:28][CH2:29][CH2:30][OH:31])[CH2:27][CH2:26][CH2:25][CH2:24]1, predict the reaction product. The product is: [CH:23]1([N:28]([CH2:29][CH2:30][OH:31])[C:18]([C:12]2[S:13][C:14]3[CH2:15][CH2:16][O:17][C:8]4[CH:7]=[C:6]([C:4]5[CH:5]=[N:1][NH:2][CH:3]=5)[CH:22]=[CH:21][C:9]=4[C:10]=3[N:11]=2)=[O:20])[CH2:27][CH2:26][CH2:25][CH2:24]1. (4) Given the reactants [C:1]([N:8]1[CH:12]=[CH:11][CH:10]=[CH:9]1)([O:3][C:4]([CH3:7])([CH3:6])[CH3:5])=[O:2].[B:13]1([B:13]2[O:17][C:16]([CH3:19])([CH3:18])[C:15]([CH3:21])([CH3:20])[O:14]2)[O:17][C:16]([CH3:19])([CH3:18])[C:15]([CH3:21])([CH3:20])[O:14]1.C(OCC)(=O)C, predict the reaction product. The product is: [CH3:20][C:15]1([CH3:21])[C:16]([CH3:19])([CH3:18])[O:17][B:13]([C:11]2[CH:10]=[CH:9][N:8]([C:1]([O:3][C:4]([CH3:7])([CH3:6])[CH3:5])=[O:2])[CH:12]=2)[O:14]1.